From a dataset of Experimentally validated miRNA-target interactions with 360,000+ pairs, plus equal number of negative samples. Binary Classification. Given a miRNA mature sequence and a target amino acid sequence, predict their likelihood of interaction. (1) The miRNA is hsa-miR-518c-3p with sequence CAAAGCGCUUCUCUUUAGAGUGU. The protein sequence of the target gene is MAVSERRGLGRGSPAEWGQRLLLVLLLGGCSGRIHQLALTGEKRADIQLNSFGFYTNGSLEVELSVLRLGLREAEEKSLLVGFSLSRVRSGRVRSYSTRDFQDCPLQKNSSSFLVLFLINTKDLQVQVRKYGEQKTLFIFPGLLPEAPSKPGLPKPQATVPRKVDGGGTSAASKPKSTPAVIQGPSGKDKDLVLGLSHLNNSYNFSFHVVIGSQAEEGQYSLNFHNCNNSVPGKEHPFDITVMIREKNPDGFLSAAEMPLFKLYMVMSACFLAAGIFWVSILCRNTYSVFKIHWLMAALA.... Result: 0 (no interaction). (2) The miRNA is hsa-miR-3152-5p with sequence AUUGCCUCUGUUCUAACACAAG. The protein sequence of the target gene is MNKRYLQKATQGKLLIIIFIVTLWGKAVSSANHHKAHHVRTGTCEVVALHRCCNKNKIEERSQTVKCSCFPGQVAGTTRAAPSCVDASIVEQKWWCHMQPCLEGEECKVLPDRKGWSCSSGNKVKTTRVTH. Result: 0 (no interaction). (3) The miRNA is hsa-miR-484 with sequence UCAGGCUCAGUCCCCUCCCGAU. The protein sequence of the target gene is MEDYEQELCGVEDDFHNQFAAELEVLAELEGASTPSPSGVPLFTAGRPPRTFEEALARGDAASSPAPAASVGSSQGGARKRQVDADLQPAGSLPHAPRIKRPRLQVVKRLNFRSEEMEEPPPPDSSPTDITPPPSPEDLAELWGHGVSEAAADVGLTRASPAARNPVLRRPPILEDYVHVTSTEGVRAYLVLRADPMAPGVQGSLLHVPWRGGGQLDLLGVSLASLKKQVDGERRERLLQEAQKLSDTLHSLRSGEEEAAQPLGAPEEEPTDGQDASSHCLWVDEFAPRHYTELLSDDFT.... Result: 1 (interaction). (4) The miRNA is mmu-miR-1224-5p with sequence GUGAGGACUGGGGAGGUGGAG. The protein sequence of the target gene is MATGSAQSSFPSHLKKTNGSHGTNGALVQSPSNQSALGAGGTNGNGGVARVWGVATSSSSGLAHCSVGGGDGKMDNMIGDGRSQNCWGASNSNAGINLNLNPNANPAAWPVLGHEGTVATGNPSSICSPVSAIGQNMGSQNGNPVGALGAWGNLLPQESAEPQTSTSQNVSFSVQPQNLNTDGPNNTNPMNSSPNPINAMQTNGLPNWGMAVGMGAIIPPHLQGLPGANGSSVSQGSGSGGEGMGSSVWGLSPGNPATGSTNCGFSQGNGDTVNSALSAKQNGSSSAVQKEGNGGNAWDS.... Result: 0 (no interaction). (5) The miRNA is hsa-miR-877-5p with sequence GUAGAGGAGAUGGCGCAGGG. The protein sequence of the target gene is MLSSRAEAAMTAADRAIQRFLRTGAAVRYKVMKNWGVIGGIAAALAAGIYVIWGPITERKKRRKGLVPGLVNLGNTCFMNSLLQGLSACPAFIRWLEEFTSQYSRDQKEPPSHQYLSLTLLHLLKALSCQEVTDDEVLDASCLLDVLRMYRWQISSFEEQDAHELFHVITSSLEDERDRQPRVTHLFDVHSLEQQSEITPKQITCRTRGSPHPTSNHWKSQHPFHGRLTSNMVCKHCEHQSPVRFDTFDSLSLSIPAATWGHPLTLDHCLHHFISSESVRDVVCDNCTKIEAKGTLNGEK.... Result: 1 (interaction). (6) The miRNA is hsa-miR-8084 with sequence GAAUACUAAGUAAAAAAUCAGUA. The protein sequence of the target gene is MEKSRMNLPKGPDTLCFDKDEFMKEDFDVDHFVSDCRKRVQLEELRDDLELYYKLLKTAMVELINKDYADFVNLSTNLVGMDKALNQLSVPLGQLREEVLSLRSSVSEGIRAVDERMSKQEDIRKKKMCVLRLIQVIRSVEKIEKILNSQSSKETSALEASSPLLTGQILERIATEFNQLQFHAVQSKGMPLLDKVRPRIAGITAMLQQSLEGLLLEGLQTSDVDIIRHCLRTYATIDKTRDAEALVGQVLVKPYIDEVIIEQFVESHPNGLQVMYNKLLEFVPHHCRLLREVTGGAISS.... Result: 0 (no interaction). (7) The miRNA is hsa-miR-1275 with sequence GUGGGGGAGAGGCUGUC. The protein sequence of the target gene is MIPVAEFKQFTEQQPAFKVLKPWWDVLAEYLTVAMLMIGVFGCTLQVTQDKIICLPNHELQENLSEAPCQQLLPRGIPEQIGALQEVKGLKNNLDLQQYSFINQLCYETALHWYAKYFPYLVVIHTLIFMVCTSFWFKFPGTSSKIEHFISILGKCFDSPWTTRALSEVSGENQKGPAATERAAATIVAMAGTGPGKAGEGEKEKVLAEPEKVVTEPPVVTLLDKKEGEQAKALFEKVKKFRMHVEEGDILYTMYIRQTVLKVCKFLAILVYNLVYVEKISFLVACRVETSEVTGYASFC.... Result: 0 (no interaction). (8) The miRNA is mmu-miR-466h-3p with sequence UACGCACGCACACACACAC. The protein sequence of the target gene is MSPLECSECFGDQLLHRTYTWQLTLHSRPNYTRKRDTRSESLEIPISVVLPQRGTAEPFPRLHNLYSTPRCAQQAALPRLSRRMASQHSYPLNRFSSVPLDPMERPMSQADLELDYNPPRVQLSDEMFVFQDGRWVNENCRLQSPYFSPSASFHHKLHHKRLAKECMLQEENKSLREENKALREENRMLSKENKILQVFWEEHKASLGREESRAPSPLLHKDSASLEVVKKDHVALQVPRGKEDSTLQLLREENRALQQLLEQKQAYWAQAEDTAAPAEESKPAPSPHEEPCSPGLLQDQ.... Result: 0 (no interaction). (9) The miRNA is mmu-miR-295-3p with sequence AAAGUGCUACUACUUUUGAGUCU. The protein sequence of the target gene is MGEIKVSPDYNWFRSTVPLKKIIVDDDDSKIWSLYDAGPRSIRCPLIFLPPVSGTADVFFQQILALTGWGYRVIALQYPVYWDHLEFCDGFRKLLDHLQLDKVHLFGASLGGFLAQKFAEYTHKSPRVHSLILCNAFSDTSIFNQTWTANSFWLMPAFMLKKIVLGNFSSGPVDPMMADAIDFMVDRLESLGQSELASRLTLNCQNSYVEPHKIRDIPVTIMDVFDQSALSTEAKEEMYKLYPNARRAHLKTGGNFPYLCRSAEVNLYVQIHLLQFHGTKYAAIDPSVVSAEELEVQKGR.... Result: 0 (no interaction).